This data is from Full USPTO retrosynthesis dataset with 1.9M reactions from patents (1976-2016). The task is: Predict the reactants needed to synthesize the given product. (1) Given the product [F:37][C:34]([F:35])([F:36])[C:32]1[CH:33]=[C:28]([CH:29]=[C:30]([C:38]([F:39])([F:40])[F:41])[CH:31]=1)[CH2:27][N:20]([C:21]1[N:22]=[N:23][N:24]([CH3:26])[N:25]=1)[C@H:16]1[CH2:17][CH2:18][CH2:19][N:13]([CH2:12][CH:9]2[CH2:10][CH2:11][N:6]([CH2:5][C:4]([OH:51])=[O:3])[CH2:7][CH2:8]2)[C:14]2[CH:45]=[C:44]([C:46]([F:47])([F:48])[F:49])[C:43]([CH3:50])=[CH:42][C:15]1=2, predict the reactants needed to synthesize it. The reactants are: C([O:3][C:4](=[O:51])[CH2:5][N:6]1[CH2:11][CH2:10][CH:9]([CH2:12][N:13]2[CH2:19][CH2:18][CH2:17][C@H:16]([N:20]([CH2:27][C:28]3[CH:33]=[C:32]([C:34]([F:37])([F:36])[F:35])[CH:31]=[C:30]([C:38]([F:41])([F:40])[F:39])[CH:29]=3)[C:21]3[N:22]=[N:23][N:24]([CH3:26])[N:25]=3)[C:15]3[CH:42]=[C:43]([CH3:50])[C:44]([C:46]([F:49])([F:48])[F:47])=[CH:45][C:14]2=3)[CH2:8][CH2:7]1)C.[OH-].[Na+]. (2) Given the product [Cl:3][C:4]1[N:5]=[CH:6][C:7]2[N:13]([CH3:25])[C:12](=[O:14])[C:11]([CH3:16])([CH3:15])[CH2:10][N:9]([C@@H:17]3[CH2:21][CH2:20][C:19]([F:23])([F:22])[CH2:18]3)[C:8]=2[N:24]=1, predict the reactants needed to synthesize it. The reactants are: [H-].[Na+].[Cl:3][C:4]1[N:5]=[CH:6][C:7]2[NH:13][C:12](=[O:14])[C:11]([CH3:16])([CH3:15])[CH2:10][N:9]([C@@H:17]3[CH2:21][CH2:20][C:19]([F:23])([F:22])[CH2:18]3)[C:8]=2[N:24]=1.[CH3:25]I. (3) Given the product [Br:1][C:12]1[C:13]([O:16][CH3:17])=[N:14][CH:15]=[C:10]([Cl:9])[C:11]=1[CH3:18], predict the reactants needed to synthesize it. The reactants are: [Br:1]N1C(=O)CCC1=O.[Cl:9][C:10]1[C:11]([CH3:18])=[CH:12][C:13]([O:16][CH3:17])=[N:14][CH:15]=1.S([O-])([O-])(=O)=S.[Na+].[Na+]. (4) Given the product [CH:40]([O:12][C:10]1([O:26][CH:25]([CH3:27])[CH3:24])[CH2:9][CH2:8][C@H:7]([NH:13][C:14](=[O:23])[O:15][CH2:16][C:17]2[CH:18]=[CH:19][CH:20]=[CH:21][CH:22]=2)[C@H:6]([CH2:5][S:4][CH:1]([CH3:3])[CH3:2])[CH2:11]1)([CH3:41])[CH3:39], predict the reactants needed to synthesize it. The reactants are: [CH:1]([S:4][CH2:5][C@@H:6]1[CH2:11][C:10](=[O:12])[CH2:9][CH2:8][C@@H:7]1[NH:13][C:14](=[O:23])[O:15][CH2:16][C:17]1[CH:22]=[CH:21][CH:20]=[CH:19][CH:18]=1)([CH3:3])[CH3:2].[C:24]12(CS(O)(=O)=O)C(C)(C)C(CC1)[CH2:27][C:25]2=[O:26].[CH3:39][CH:40](O)[CH3:41]. (5) Given the product [C:32]([C:31]1[CH:30]=[C:29]([S:26]([C:22]2[CH:21]=[C:20]([NH:19][C:16]([C:12]3[NH:13][C:14]4[C:10]([CH:11]=3)=[CH:9][CH:8]=[C:7]([NH:6][S:3]([CH3:2])(=[O:4])=[O:5])[CH:15]=4)=[O:18])[CH:25]=[CH:24][CH:23]=2)(=[O:28])=[O:27])[CH:36]=[CH:35][CH:34]=1)#[N:33], predict the reactants needed to synthesize it. The reactants are: Cl.[CH3:2][S:3]([NH:6][C:7]1[CH:15]=[C:14]2[C:10]([CH:11]=[C:12]([C:16]([OH:18])=O)[NH:13]2)=[CH:9][CH:8]=1)(=[O:5])=[O:4].[NH2:19][C:20]1[CH:21]=[C:22]([S:26]([C:29]2[CH:30]=[C:31]([CH:34]=[CH:35][CH:36]=2)[C:32]#[N:33])(=[O:28])=[O:27])[CH:23]=[CH:24][CH:25]=1.CN(C(ON1N=NC2C=CC=NC1=2)=[N+](C)C)C.F[P-](F)(F)(F)(F)F.CCN(C(C)C)C(C)C. (6) Given the product [CH2:1]([N:4]([C:5]1[CH:10]=[CH:9][C:8]([O:11][CH3:12])=[CH:7][CH:6]=1)[C:19](=[O:22])[CH:20]=[CH2:21])[CH:2]=[CH2:3], predict the reactants needed to synthesize it. The reactants are: [CH2:1]([NH:4][C:5]1[CH:10]=[CH:9][C:8]([O:11][CH3:12])=[CH:7][CH:6]=1)[CH:2]=[CH2:3].C([O-])([O-])=O.[K+].[K+].[C:19](Cl)(=[O:22])[CH:20]=[CH2:21].